From a dataset of Reaction yield outcomes from USPTO patents with 853,638 reactions. Predict the reaction yield, written as a fraction of the theoretical maximum amount of product (1.0 means a 100% yield; for example, 0.34 means a 34% yield). (1) The reactants are [Cl:1][C:2]1[CH:7]=[C:6]([N+:8]([O-:10])=[O:9])[CH:5]=[CH:4][C:3]=1F.[F:12][C@@H:13]1[C@@H:18]([OH:19])[CH2:17][CH2:16][N:15]([C:20]([O:22][C:23]([CH3:26])([CH3:25])[CH3:24])=[O:21])[CH2:14]1.CC([O-])(C)C.[K+]. The catalyst is C1COCC1. The product is [Cl:1][C:2]1[CH:7]=[C:6]([N+:8]([O-:10])=[O:9])[CH:5]=[CH:4][C:3]=1[O:19][C@H:18]1[CH2:17][CH2:16][N:15]([C:20]([O:22][C:23]([CH3:25])([CH3:24])[CH3:26])=[O:21])[CH2:14][C@@H:13]1[F:12]. The yield is 0.630. (2) The reactants are C[O:2][C:3](=[O:20])[CH:4]=[CH:5][C:6]1[CH:11]=[CH:10][C:9]([C:12]([F:15])([F:14])[F:13])=[CH:8][C:7]=1[NH:16][CH2:17][CH2:18][CH3:19].[Li+].[OH-]. The catalyst is C1COCC1.CO. The product is [CH2:17]([NH:16][C:7]1[CH:8]=[C:9]([C:12]([F:13])([F:15])[F:14])[CH:10]=[CH:11][C:6]=1[CH:5]=[CH:4][C:3]([OH:20])=[O:2])[CH2:18][CH3:19]. The yield is 0.860.